The task is: Predict the reaction yield, written as a fraction of the theoretical maximum amount of product (1.0 means a 100% yield; for example, 0.34 means a 34% yield).. This data is from Reaction yield outcomes from USPTO patents with 853,638 reactions. (1) The reactants are [CH2:1]([C:5]12[CH2:17][CH2:16][C:15](=[O:18])[C:14]([C:19]3[CH:24]=[CH:23][C:22]([OH:25])=[CH:21][CH:20]=3)=[C:13]1[C:12]1[C:7](=[CH:8][C:9]([O:26][CH3:27])=[CH:10][CH:11]=1)[CH2:6]2)[CH2:2][CH2:3][CH3:4].C(=O)([O-])[O-].[Cs+].[Cs+].Cl.Cl[CH2:36][CH2:37][N:38]1[CH2:43][CH2:42][CH2:41][CH2:40][CH2:39]1. The catalyst is CC(C)=O.CCOC(C)=O. The product is [CH2:1]([C:5]12[CH2:17][CH2:16][C:15](=[O:18])[C:14]([C:19]3[CH:24]=[CH:23][C:22]([O:25][CH2:36][CH2:37][N:38]4[CH2:43][CH2:42][CH2:41][CH2:40][CH2:39]4)=[CH:21][CH:20]=3)=[C:13]1[C:12]1[C:7](=[CH:8][C:9]([O:26][CH3:27])=[CH:10][CH:11]=1)[CH2:6]2)[CH2:2][CH2:3][CH3:4]. The yield is 0.960. (2) The reactants are [Cl:1][C:2]1[CH:7]=[CH:6][C:5]([C@@H:8]([NH2:16])[CH2:9][CH2:10][N:11]([CH2:14][CH3:15])[CH2:12][CH3:13])=[CH:4][CH:3]=1.[C:17]([O:21][C:22]([NH:24][C:25]1([C:40](O)=[O:41])[CH2:30][CH2:29][N:28]([C:31]2[C:32]3[CH:39]=[CH:38][NH:37][C:33]=3[N:34]=[CH:35][N:36]=2)[CH2:27][CH2:26]1)=[O:23])([CH3:20])([CH3:19])[CH3:18].CCN(C(C)C)C(C)C.F[P-](F)(F)(F)(F)F.N1(OC(N(C)C)=[N+](C)C)C2N=CC=CC=2N=N1. The catalyst is CC(N(C)C)=O.CCOC(C)=O. The product is [Cl:1][C:2]1[CH:3]=[CH:4][C:5]([C@@H:8]([NH:16][C:40]([C:25]2([NH:24][C:22](=[O:23])[O:21][C:17]([CH3:19])([CH3:18])[CH3:20])[CH2:26][CH2:27][N:28]([C:31]3[C:32]4[CH:39]=[CH:38][NH:37][C:33]=4[N:34]=[CH:35][N:36]=3)[CH2:29][CH2:30]2)=[O:41])[CH2:9][CH2:10][N:11]([CH2:14][CH3:15])[CH2:12][CH3:13])=[CH:6][CH:7]=1. The yield is 0.655. (3) The reactants are [CH:1]1([C:7]2[CH:12]=[CH:11][C:10]([N:13]3[CH:18]=[CH:17]C(=O)[C:15]([C:20](=O)[CH:21]=[CH:22][N:23](C)C)=[N:14]3)=[CH:9][CH:8]=2)[CH2:6][CH2:5][CH2:4][CH2:3][CH2:2]1.[C:27]1([NH:33]N)[CH:32]=[CH:31][CH:30]=[CH:29][CH:28]=1.[CH3:35][OH:36]. No catalyst specified. The product is [CH:1]1([C:7]2[CH:8]=[CH:9][C:10]([N:13]3[CH:18]=[CH:17][C:35](=[O:36])[C:15]([C:20]4[N:33]([C:27]5[CH:32]=[CH:31][CH:30]=[CH:29][CH:28]=5)[N:23]=[CH:22][CH:21]=4)=[N:14]3)=[CH:11][CH:12]=2)[CH2:2][CH2:3][CH2:4][CH2:5][CH2:6]1. The yield is 0.300. (4) The catalyst is O1CCCC1. The yield is 1.00. The product is [CH2:1]([O:8][C@H:9]1[C@H:15]([O:16][CH2:17][C:18]2[CH:19]=[CH:20][CH:21]=[CH:22][CH:23]=2)[C@@H:14]([O:24][CH2:25][C:26]2[CH:31]=[CH:30][CH:29]=[CH:28][CH:27]=2)[C@:13]2([C:33]3[CH:38]=[CH:37][C:36]([Cl:39])=[C:35]([CH2:40][C:41]4[CH:46]=[CH:45][C:44]([O:47][CH2:48][CH3:49])=[C:43]([F:50])[C:42]=4[F:51])[CH:34]=3)[O:32][C@@:10]1([C:52]([OH:55])=[O:53])[CH2:11][O:12]2)[C:2]1[CH:7]=[CH:6][CH:5]=[CH:4][CH:3]=1. The reactants are [CH2:1]([O:8][C@H:9]1[C@H:15]([O:16][CH2:17][C:18]2[CH:23]=[CH:22][CH:21]=[CH:20][CH:19]=2)[C@@H:14]([O:24][CH2:25][C:26]2[CH:31]=[CH:30][CH:29]=[CH:28][CH:27]=2)[C@:13]2([C:33]3[CH:38]=[CH:37][C:36]([Cl:39])=[C:35]([CH2:40][C:41]4[CH:46]=[CH:45][C:44]([O:47][CH2:48][CH3:49])=[C:43]([F:50])[C:42]=4[F:51])[CH:34]=3)[O:32][C@@:10]1([CH2:52][OH:53])[CH2:11][O:12]2)[C:2]1[CH:7]=[CH:6][CH:5]=[CH:4][CH:3]=1.C(=O)(O)[O-:55].[Na+].[Br-].[K+].Cl[O-].[Na+].Cl. (5) The reactants are O1C2C=CC=CC=2C=C1C1NC(=O)C2C(=CC(Cl)=C(Cl)C=2)[N:11]=1.[Cl:23][C:24]1[C:32]([Cl:33])=[CH:31][C:27]([C:28](O)=[O:29])=[C:26]([N+:34]([O-:36])=[O:35])[CH:25]=1. The catalyst is S(Cl)(Cl)=O. The product is [Cl:23][C:24]1[C:32]([Cl:33])=[CH:31][C:27]([C:28]([NH2:11])=[O:29])=[C:26]([N+:34]([O-:36])=[O:35])[CH:25]=1. The yield is 0.970. (6) The reactants are [CH3:1][O:2][C:3](=[O:28])[C@@H:4]([NH:11][C:12](=[O:27])[C:13]1[CH:18]=[CH:17][C:16]([C:19]#[C:20][C:21]2[CH:26]=[CH:25][CH:24]=[CH:23][CH:22]=2)=[CH:15][CH:14]=1)[CH2:5][NH:6][C:7](=[O:10])[CH2:8]Br.[CH:29]1([NH2:32])[CH2:31][CH2:30]1. The catalyst is C(Cl)Cl. The product is [CH3:1][O:2][C:3](=[O:28])[C@@H:4]([NH:11][C:12](=[O:27])[C:13]1[CH:18]=[CH:17][C:16]([C:19]#[C:20][C:21]2[CH:26]=[CH:25][CH:24]=[CH:23][CH:22]=2)=[CH:15][CH:14]=1)[CH2:5][NH:6][C:7](=[O:10])[CH2:8][NH:32][CH:29]1[CH2:31][CH2:30]1. The yield is 1.00. (7) The reactants are [O:1]=[CH:2][CH:3]=[C:4]1[O:10][CH:9]2[N:6]([C:7](=[O:11])[CH2:8]2)[CH2:5]1.O=CC=C1OC2N(C(=O)C2)C1C(OCC1C=CC=CC=1)=O. The catalyst is O1CCCC1. The product is [O:1]=[CH:2]/[CH:3]=[C:4]1\[CH2:5][N:6]2[CH:9]([O:10]\1)[CH2:8][C:7]2=[O:11]. The yield is 0.490. (8) The reactants are [F:1][C:2]1([F:15])[CH2:5][CH:4]([C:6]2[NH:10][C:9]3[CH:11]=[CH:12][CH:13]=[CH:14][C:8]=3[N:7]=2)[CH2:3]1.Br[CH2:17][C:18]1[CH:37]=[CH:36][C:21]2/[C:22](=[C:32](/[CH3:35])\[C:33]#[N:34])/[C:23]3[CH:30]=[CH:29][C:28]([F:31])=[CH:27][C:24]=3[O:25][CH2:26][C:20]=2[CH:19]=1. No catalyst specified. The product is [F:15][C:2]1([F:1])[CH2:3][CH:4]([C:6]2[N:7]([CH2:17][C:18]3[CH:37]=[CH:36][C:21]4/[C:22](=[C:32](/[CH3:35])\[C:33]#[N:34])/[C:23]5[CH:30]=[CH:29][C:28]([F:31])=[CH:27][C:24]=5[O:25][CH2:26][C:20]=4[CH:19]=3)[C:8]3[CH:14]=[CH:13][CH:12]=[CH:11][C:9]=3[N:10]=2)[CH2:5]1. The yield is 0.960. (9) The yield is 1.00. The reactants are [F:1][C:2]1[CH:8]=[C:7]([B:9]2[O:13][C:12]([CH3:15])([CH3:14])[C:11]([CH3:17])([CH3:16])[O:10]2)[CH:6]=[CH:5][C:3]=1[NH2:4].[N:18]([C:21]1[CH:26]=[CH:25][N:24]=[CH:23][CH:22]=1)=[C:19]=[O:20]. The product is [F:1][C:2]1[CH:8]=[C:7]([B:9]2[O:13][C:12]([CH3:15])([CH3:14])[C:11]([CH3:17])([CH3:16])[O:10]2)[CH:6]=[CH:5][C:3]=1[NH:4][C:19]([NH:18][C:21]1[CH:26]=[CH:25][N:24]=[CH:23][CH:22]=1)=[O:20]. The catalyst is O1CCCC1.C(OCC)(=O)C. (10) The reactants are [F:1][C:2]([F:13])([F:12])[C:3]1[CH:8]=[CH:7][C:6](B(O)O)=[CH:5][CH:4]=1.C([O-])([O-])=O.[Cs+].[Cs+].Cl[C:21]1[N:26]=[C:25]([O:27]C)[C:24]([O:29]C)=[CH:23][N:22]=1. The catalyst is C1COCC1.[Pd]. The product is [OH:29][C:24]1[C:25](=[O:27])[NH:26][C:21]([C:6]2[CH:7]=[CH:8][C:3]([C:2]([F:13])([F:12])[F:1])=[CH:4][CH:5]=2)=[N:22][CH:23]=1. The yield is 0.0400.